Dataset: Aqueous solubility values for 9,982 compounds from the AqSolDB database. Task: Regression/Classification. Given a drug SMILES string, predict its absorption, distribution, metabolism, or excretion properties. Task type varies by dataset: regression for continuous measurements (e.g., permeability, clearance, half-life) or binary classification for categorical outcomes (e.g., BBB penetration, CYP inhibition). For this dataset (solubility_aqsoldb), we predict Y. (1) The molecule is COC(=O)C1(S(=O)(=O)c2ccc(Cl)cc2)CCC1. The Y is -3.00 log mol/L. (2) The compound is CC(C)Oc1ccc(S(=O)(=O)c2ccc(O)cc2)cc1. The Y is -4.17 log mol/L.